From a dataset of Reaction yield outcomes from USPTO patents with 853,638 reactions. Predict the reaction yield, written as a fraction of the theoretical maximum amount of product (1.0 means a 100% yield; for example, 0.34 means a 34% yield). (1) The reactants are [CH3:1][O:2][C:3]([C:5]1[CH:14]=[CH:13][C:12]2[C:7](=[CH:8][CH:9]=[C:10]([O:17][CH3:18])[C:11]=2[CH:15]=O)[CH:6]=1)=[O:4].[F:19][C:20]([F:31])([F:30])[O:21][C:22]1[CH:29]=[CH:28][C:25]([CH2:26][NH2:27])=[CH:24][CH:23]=1.CC(O)=O.C([BH3-])#N.[Na+]. The catalyst is CCO. The product is [CH3:1][O:2][C:3]([C:5]1[CH:14]=[CH:13][C:12]2[C:7](=[CH:8][CH:9]=[C:10]([O:17][CH3:18])[C:11]=2[CH2:15][NH:27][CH2:26][C:25]2[CH:28]=[CH:29][C:22]([O:21][C:20]([F:19])([F:30])[F:31])=[CH:23][CH:24]=2)[CH:6]=1)=[O:4]. The yield is 0.420. (2) The reactants are C(OC([N:8]([CH2:26][C:27]([O:29][C:30](C)(C)[CH3:31])=[O:28])[C:9]1[CH:14]=[CH:13][CH:12]=[C:11]([CH2:15][NH:16][S:17]([C:20]2[CH:21]=[N:22][CH:23]=[CH:24][CH:25]=2)(=[O:19])=[O:18])[N:10]=1)=O)(C)(C)C.C(OC(N(CC(OC(C)(C)C)=O)C1C=CC=C(CNS(C2C=CC=CN=2)(=O)=O)N=1)=O)(C)(C)C.Cl.C(O)C. No catalyst specified. The product is [N:22]1[CH:23]=[CH:24][CH:25]=[C:20]([S:17]([NH:16][CH2:15][C:11]2[N:10]=[C:9]([NH:8][CH2:26][C:27]([O:29][CH2:30][CH3:31])=[O:28])[CH:14]=[CH:13][CH:12]=2)(=[O:19])=[O:18])[CH:21]=1. The yield is 0.940. (3) The reactants are C([NH:8][C:9]1[C:14]([CH3:15])=[CH:13][C:12]([O:16][CH3:17])=[C:11]([CH2:18][C:19]2[CH:24]=[CH:23][C:22]([CH:25]([CH3:27])[CH3:26])=[CH:21][CH:20]=2)[C:10]=1[CH3:28])C1C=CC=CC=1. The catalyst is C(OCC)(=O)C.CCCCCC. The product is [CH:25]([C:22]1[CH:23]=[CH:24][C:19]([CH2:18][C:11]2[C:10]([CH3:28])=[C:9]([NH2:8])[C:14]([CH3:15])=[CH:13][C:12]=2[O:16][CH3:17])=[CH:20][CH:21]=1)([CH3:27])[CH3:26]. The yield is 0.860. (4) The reactants are [CH3:1][CH:2]1[CH2:7][CH2:6][CH2:5][N:4]([C:8]2[CH:9]=[CH:10][C:11]3[CH2:12][N:13](C(OC(C)(C)C)=O)[CH2:14][CH2:15][O:16][C:17]=3[N:18]=2)[CH2:3]1.Cl.C(OCC)(=O)C. No catalyst specified. The product is [CH3:1][CH:2]1[CH2:7][CH2:6][CH2:5][N:4]([C:8]2[CH:9]=[CH:10][C:11]3[CH2:12][NH:13][CH2:14][CH2:15][O:16][C:17]=3[N:18]=2)[CH2:3]1. The yield is 0.670. (5) The reactants are [CH:1]12[CH2:39][CH:4]([CH:5]([NH:7][C:8]3[N:13]=[C:12]([C:14]4[CH:19]=[CH:18][N:17]([C@@H:20]([C:30]5[CH:35]=[CH:34][C:33]([Cl:36])=[C:32]([F:37])[CH:31]=5)[CH2:21][O:22][Si](C(C)(C)C)(C)C)[C:16](=[O:38])[CH:15]=4)[CH:11]=[CH:10][N:9]=3)[CH2:6]1)[CH2:3][O:2]2.C([O-])([O-])=O.[Na+].[Na+]. The catalyst is Cl.CO. The product is [CH:1]12[CH2:39][CH:4]([CH:5]([NH:7][C:8]3[N:13]=[C:12]([C:14]4[CH:19]=[CH:18][N:17]([C@@H:20]([C:30]5[CH:35]=[CH:34][C:33]([Cl:36])=[C:32]([F:37])[CH:31]=5)[CH2:21][OH:22])[C:16](=[O:38])[CH:15]=4)[CH:11]=[CH:10][N:9]=3)[CH2:6]1)[CH2:3][O:2]2. The yield is 0.290.